From a dataset of Forward reaction prediction with 1.9M reactions from USPTO patents (1976-2016). Predict the product of the given reaction. (1) Given the reactants [F:1][C:2]([F:11])([F:10])[C:3]1[CH:4]=[C:5]([NH2:9])[CH:6]=[CH:7][CH:8]=1.[C:12](OC(=O)C)(=[O:14])[CH3:13].C(N(CC)CC)C, predict the reaction product. The product is: [F:1][C:2]([F:10])([F:11])[C:3]1[CH:4]=[C:5]([NH:9][C:12](=[O:14])[CH3:13])[CH:6]=[CH:7][CH:8]=1. (2) Given the reactants [CH3:1]C(C)([O-])C.[K+].[F:7][C:8]1[CH:13]=[C:12]([N+:14]([O-:16])=[O:15])[CH:11]=[CH:10][C:9]=1[O:17][CH3:18].ClC1C=CC(OC[C:26]#[N:27])=CC=1, predict the reaction product. The product is: [F:7][C:8]1[CH:13]=[C:12]([N+:14]([O-:16])=[O:15])[C:11]([CH2:1][N+:27]#[C-:26])=[CH:10][C:9]=1[O:17][CH3:18]. (3) Given the reactants [CH2:1]([O:8][C:9]1[CH:17]=[CH:16][C:12]([C:13](O)=O)=[CH:11][CH:10]=1)[C:2]1[CH:7]=[CH:6][CH:5]=[CH:4][CH:3]=1.[NH2:18][C:19]1[N:23]([CH:24]2[CH2:29][CH2:28][CH2:27][N:26]([C:30]([O:32][C:33]([CH3:36])([CH3:35])[CH3:34])=[O:31])[CH2:25]2)[N:22]=C(C2C=CC(OC3C=CC=CC=3)=CC=2)[C:20]=1[C:50]#[N:51], predict the reaction product. The product is: [NH2:18][C:19]1[N:23]([C@@H:24]2[CH2:29][CH2:28][CH2:27][N:26]([C:30]([O:32][C:33]([CH3:34])([CH3:36])[CH3:35])=[O:31])[CH2:25]2)[N:22]=[C:13]([C:12]2[CH:16]=[CH:17][C:9]([O:8][CH2:1][C:2]3[CH:7]=[CH:6][CH:5]=[CH:4][CH:3]=3)=[CH:10][CH:11]=2)[C:20]=1[C:50]#[N:51].